This data is from KCNQ2 potassium channel screen with 302,405 compounds. The task is: Binary Classification. Given a drug SMILES string, predict its activity (active/inactive) in a high-throughput screening assay against a specified biological target. (1) The drug is s1c(C(=O)N\N=C\c2c(OC(=O)N3CCOCC3)cccc2)ccc1. The result is 0 (inactive). (2) The drug is o1c(Cn2c(c(c3c2ncn(c3=N)CCCC)c2ccccc2)c2ccccc2)ccc1. The result is 0 (inactive). (3) The compound is O=C1C(c2c3c(n(c2)C(=O)C)cccc3)C(=O)CCC1. The result is 0 (inactive). (4) The molecule is O=C(NCCc1c2c([nH]c1)cccc2)Cc1c(OC)cccc1. The result is 0 (inactive). (5) The molecule is s1c(C(=O)C=2C(N(CCN3CCOCC3)C(=O)C2O)c2ccc(F)cc2)ccc1. The result is 0 (inactive). (6) The drug is S(=O)(=O)(Nc1onc(c1C)C)c1ccc(NC(=O)c2cc(sc2)C)cc1. The result is 0 (inactive).